The task is: Regression. Given a peptide amino acid sequence and an MHC pseudo amino acid sequence, predict their binding affinity value. This is MHC class I binding data.. This data is from Peptide-MHC class I binding affinity with 185,985 pairs from IEDB/IMGT. (1) The peptide sequence is PLRPMTYR. The MHC is HLA-A26:01 with pseudo-sequence HLA-A26:01. The binding affinity (normalized) is 0. (2) The peptide sequence is TERQANFL. The MHC is HLA-A31:01 with pseudo-sequence HLA-A31:01. The binding affinity (normalized) is 0. (3) The peptide sequence is KVFSFWLLCK. The MHC is HLA-B07:02 with pseudo-sequence HLA-B07:02. The binding affinity (normalized) is 0.0100. (4) The peptide sequence is IVRTNRNEL. The MHC is HLA-A02:01 with pseudo-sequence HLA-A02:01. The binding affinity (normalized) is 0.459. (5) The peptide sequence is SYKVASEGF. The MHC is HLA-A24:02 with pseudo-sequence HLA-A24:02. The binding affinity (normalized) is 0.506. (6) The peptide sequence is EDVVLVRI. The MHC is Mamu-B01 with pseudo-sequence Mamu-B01. The binding affinity (normalized) is 0.755.